Predict the reactants needed to synthesize the given product. From a dataset of Full USPTO retrosynthesis dataset with 1.9M reactions from patents (1976-2016). (1) Given the product [ClH:1].[ClH:1].[CH:17]1([N:22]2[CH2:23][CH2:24][N:25]([C:2]3[N:3]=[CH:4][C:5]([C:8]4[CH:13]=[CH:12][C:11]([C:14](=[O:16])[CH3:15])=[CH:10][CH:9]=4)=[CH:6][CH:7]=3)[CH2:26][CH2:27]2)[CH2:18][CH2:19][CH2:20][CH2:21]1, predict the reactants needed to synthesize it. The reactants are: [Cl:1][C:2]1[CH:7]=[CH:6][C:5]([C:8]2[CH:13]=[CH:12][C:11]([C:14](=[O:16])[CH3:15])=[CH:10][CH:9]=2)=[CH:4][N:3]=1.[CH:17]1([N:22]2[CH2:27][CH2:26][NH:25][CH2:24][CH2:23]2)[CH2:21][CH2:20][CH2:19][CH2:18]1. (2) Given the product [O:17]=[C:16]1[CH:11]2[CH2:12][CH2:13][CH2:14][CH2:15][N:10]2[C:9](=[O:18])[N:8]1[C:5]1[CH:6]=[CH:7][C:2]([NH:1][C:37](=[O:43])[C:32]2[CH:33]=[CH:34][CH:35]=[CH:36][N:31]=2)=[CH:3][C:4]=1[O:19][CH3:20], predict the reactants needed to synthesize it. The reactants are: [NH2:1][C:2]1[CH:7]=[CH:6][C:5]([N:8]2[C:16](=[O:17])[CH:11]3[CH2:12][CH2:13][CH2:14][CH2:15][N:10]3[C:9]2=[O:18])=[C:4]([O:19][CH3:20])[CH:3]=1.CCN(C(C)C)C(C)C.Cl.[N:31]1[CH:36]=[CH:35][CH:34]=[CH:33][C:32]=1[CH2:37]Cl.CN(C=[O:43])C. (3) Given the product [F:16][C:13]([F:14])([F:15])[C:10]1[CH:9]=[CH:8][C:7]2[C:12](=[C:3]([OH:2])[CH:4]=[CH:5][CH:6]=2)[N:11]=1, predict the reactants needed to synthesize it. The reactants are: C[O:2][C:3]1[CH:4]=[CH:5][CH:6]=[C:7]2[C:12]=1[N:11]=[C:10]([C:13]([F:16])([F:15])[F:14])[CH:9]=[CH:8]2.O.[OH-].[Na+].